Predict which catalyst facilitates the given reaction. From a dataset of Catalyst prediction with 721,799 reactions and 888 catalyst types from USPTO. (1) Reactant: [CH3:1][C:2]1[S:3][C:4]([CH3:21])=[C:5]([CH2:10][C:11]2[CH:16]=[CH:15][C:14]([C:17]([F:20])([F:19])[F:18])=[CH:13][CH:12]=2)[C:6]=1[C:7](O)=[O:8].[Cl-].[CH3:23][O:24][C:25]([C:27]1[CH:32]=[CH:31][C:30]([C@@H:33]([NH3+:35])[CH3:34])=[CH:29][CH:28]=1)=[O:26].CN(C(ON1N=NC2C=CC=NC1=2)=[N+](C)C)C.F[P-](F)(F)(F)(F)F.C(N(C(C)C)CC)(C)C.C(=O)(O)[O-].[Na+]. Product: [CH3:1][C:2]1[S:3][C:4]([CH3:21])=[C:5]([CH2:10][C:11]2[CH:12]=[CH:13][C:14]([C:17]([F:20])([F:18])[F:19])=[CH:15][CH:16]=2)[C:6]=1[C:7]([NH:35][C@H:33]([C:30]1[CH:31]=[CH:32][C:27]([C:25]([O:24][CH3:23])=[O:26])=[CH:28][CH:29]=1)[CH3:34])=[O:8]. The catalyst class is: 9. (2) Reactant: [Cl:1][C:2]1[CH:7]=[CH:6][CH:5]=[CH:4][C:3]=1[C:8]1[C:9]([C:31]2[CH:36]=[CH:35][C:34]([Cl:37])=[CH:33][CH:32]=2)=[CH:10][C:11]2[N:12]([C:14]([C:17]([NH:19][CH2:20][C:21]3[CH:26]=[CH:25][C:24]([C:27]([F:30])([F:29])[F:28])=[CH:23][CH:22]=3)=[O:18])=[N:15][N:16]=2)[N:13]=1.[H-].[Na+].I[CH3:41]. Product: [Cl:1][C:2]1[CH:7]=[CH:6][CH:5]=[CH:4][C:3]=1[C:8]1[C:9]([C:31]2[CH:32]=[CH:33][C:34]([Cl:37])=[CH:35][CH:36]=2)=[CH:10][C:11]2[N:12]([C:14]([C:17]([N:19]([CH3:41])[CH2:20][C:21]3[CH:26]=[CH:25][C:24]([C:27]([F:28])([F:29])[F:30])=[CH:23][CH:22]=3)=[O:18])=[N:15][N:16]=2)[N:13]=1. The catalyst class is: 31. (3) Reactant: [NH2:1][C:2]1[N:7]=[N:6][C:5]([N:8]2[CH2:13][CH2:12][N:11]([C:14]([C:16]3[CH:21]=[CH:20][CH:19]=[CH:18][C:17]=3[C:22]([F:25])([F:24])[F:23])=[O:15])[CH2:10][CH2:9]2)=[CH:4][CH:3]=1.Cl[C:27]([O:29][CH2:30][CH2:31][CH2:32][CH3:33])=[O:28].C(N(CC)CC)C. Product: [CH2:30]([O:29][C:27](=[O:28])[NH:1][C:2]1[N:7]=[N:6][C:5]([N:8]2[CH2:9][CH2:10][N:11]([C:14](=[O:15])[C:16]3[CH:21]=[CH:20][CH:19]=[CH:18][C:17]=3[C:22]([F:25])([F:24])[F:23])[CH2:12][CH2:13]2)=[CH:4][CH:3]=1)[CH2:31][CH2:32][CH3:33]. The catalyst class is: 4. (4) Reactant: [C:1]([OH:12])(=[O:11])[C:2]1[CH:10]=[CH:9][C:7]([OH:8])=[C:4]([O:5][CH3:6])[CH:3]=1.N1C=CC=CC=1.[C:19](OC(=O)C)(=[O:21])[CH3:20].Cl. Product: [C:19]([C:3]1[C:4]([O:5][CH3:6])=[C:7]([OH:8])[CH:9]=[CH:10][C:2]=1[C:1]([OH:12])=[O:11])(=[O:21])[CH3:20]. The catalyst class is: 6. (5) Reactant: ClCCl.[CH:4]1([NH:10][C:11]2[CH:20]=[C:19]3[C:14]([C:15](=[O:29])[C:16]([C:26]([NH2:28])=O)=[CH:17][N:18]3[CH:21]3[CH2:25][CH2:24][CH2:23][CH2:22]3)=[CH:13][C:12]=2[F:30])[CH2:9][CH2:8][CH2:7][CH2:6][CH2:5]1.C(N(CC)CC)C.FC(F)(F)C(OC(=O)C(F)(F)F)=O. Product: [CH:4]1([NH:10][C:11]2[CH:20]=[C:19]3[C:14]([C:15](=[O:29])[C:16]([C:26]#[N:28])=[CH:17][N:18]3[CH:21]3[CH2:25][CH2:24][CH2:23][CH2:22]3)=[CH:13][C:12]=2[F:30])[CH2:5][CH2:6][CH2:7][CH2:8][CH2:9]1. The catalyst class is: 6. (6) Reactant: CN(C)C=O.[CH3:6][O:7][C:8](=[O:16])[C:9]1[CH:14]=[CH:13][CH:12]=[C:11]([SH:15])[CH:10]=1.CC(C)([O-])C.[K+].Br[C:24]1[CH:29]=[CH:28][C:27]([Cl:30])=[CH:26][N:25]=1. Product: [CH3:6][O:7][C:8](=[O:16])[C:9]1[CH:14]=[CH:13][CH:12]=[C:11]([S:15][C:24]2[CH:29]=[CH:28][C:27]([Cl:30])=[CH:26][N:25]=2)[CH:10]=1. The catalyst class is: 6.